From a dataset of Forward reaction prediction with 1.9M reactions from USPTO patents (1976-2016). Predict the product of the given reaction. (1) Given the reactants [NH2:1][C@H:2]([C:11]([O:13][C:14]([CH3:17])([CH3:16])[CH3:15])=[O:12])[CH2:3][C:4]1[CH:9]=[CH:8][C:7]([OH:10])=[CH:6][CH:5]=1.F[C:19]1[S:20][C:21]2[CH:27]=[CH:26][CH:25]=[CH:24][C:22]=2[N:23]=1, predict the reaction product. The product is: [S:20]1[C:21]2[CH:27]=[CH:26][CH:25]=[CH:24][C:22]=2[N:23]=[C:19]1[NH:1][C@H:2]([C:11]([O:13][C:14]([CH3:17])([CH3:16])[CH3:15])=[O:12])[CH2:3][C:4]1[CH:9]=[CH:8][C:7]([OH:10])=[CH:6][CH:5]=1. (2) Given the reactants [CH:1]1([O:6][C:7]2[CH:8]=[C:9]([N:15]([CH2:23][C:24]3[CH:25]=[N:26][CH:27]=[CH:28][CH:29]=3)[C:16]3[CH:21]=[CH:20][C:19]([OH:22])=[CH:18][CH:17]=3)[CH:10]=[CH:11][C:12]=2[O:13][CH3:14])[CH2:5][CH2:4][CH2:3][CH2:2]1.[H-].[Na+].Br[CH2:33][C:34]([O:36][CH2:37][CH3:38])=[O:35].[NH4+].[Cl-], predict the reaction product. The product is: [CH:1]1([O:6][C:7]2[CH:8]=[C:9]([N:15]([CH2:23][C:24]3[CH:25]=[N:26][CH:27]=[CH:28][CH:29]=3)[C:16]3[CH:21]=[CH:20][C:19]([O:22][CH2:33][C:34]([O:36][CH2:37][CH3:38])=[O:35])=[CH:18][CH:17]=3)[CH:10]=[CH:11][C:12]=2[O:13][CH3:14])[CH2:2][CH2:3][CH2:4][CH2:5]1. (3) Given the reactants Br[C:2]1[N:7]=[C:6]([C:8]([O:10][CH3:11])=[O:9])[CH:5]=[CH:4][CH:3]=1.Cl.[NH:13]1[CH2:16][CH2:15][CH2:14]1.C([O-])([O-])=O.[K+].[K+].N1CCC[C@H]1C(O)=O, predict the reaction product. The product is: [N:13]1([C:2]2[N:7]=[C:6]([C:8]([O:10][CH3:11])=[O:9])[CH:5]=[CH:4][CH:3]=2)[CH2:16][CH2:15][CH2:14]1.